From a dataset of Forward reaction prediction with 1.9M reactions from USPTO patents (1976-2016). Predict the product of the given reaction. (1) Given the reactants [NH:1]1[C:9]2[C:4](=[CH:5][C:6]([NH:10][C:11]34[CH2:18][CH2:17][CH:14]([CH2:15][CH2:16]3)[NH:13][CH2:12]4)=[CH:7][CH:8]=2)[CH:3]=[N:2]1.[OH:19][CH2:20][CH2:21][O:22][C:23]1[CH:24]=[C:25]([CH:28]=[CH:29][C:30]=1[CH3:31])[CH:26]=O, predict the reaction product. The product is: [NH:1]1[C:9]2[C:4](=[CH:5][C:6]([NH:10][C:11]34[CH2:16][CH2:15][CH:14]([CH2:17][CH2:18]3)[N:13]([CH2:26][C:25]3[CH:28]=[CH:29][C:30]([CH3:31])=[C:23]([CH:24]=3)[O:22][CH2:21][CH2:20][OH:19])[CH2:12]4)=[CH:7][CH:8]=2)[CH:3]=[N:2]1. (2) Given the reactants [CH2:1]([N:8]1[CH2:12]C=C[CH2:9]1)[C:2]1[CH:7]=[CH:6][CH:5]=[CH:4][CH:3]=1.CC[C@@H]1[C@@H]2C[C@H]([C@@H](OC3C4C(=CC=CC=4)C(O[C@@H](C4C=CN=C5C=4C=C(OC)C=C5)[C@@H]4N5C[C@H](CC)[C@@H](CC5)C4)=NN=3)C3C=CN=C4C=3C=C([O:34]C)C=C4)N(CC2)C1.CCO[C:74]([CH3:76])=[O:75].CO.N, predict the reaction product. The product is: [CH2:1]([N:8]1[CH2:12][C@H:76]([OH:34])[C@H:74]([OH:75])[CH2:9]1)[C:2]1[CH:7]=[CH:6][CH:5]=[CH:4][CH:3]=1.